From a dataset of Peptide-MHC class II binding affinity with 134,281 pairs from IEDB. Regression. Given a peptide amino acid sequence and an MHC pseudo amino acid sequence, predict their binding affinity value. This is MHC class II binding data. (1) The peptide sequence is EKKYFAATQFSPLAA. The MHC is HLA-DQA10101-DQB10501 with pseudo-sequence HLA-DQA10101-DQB10501. The binding affinity (normalized) is 0.311. (2) The peptide sequence is VKIEYSGTNNKTMAV. The MHC is DRB1_0405 with pseudo-sequence DRB1_0405. The binding affinity (normalized) is 0.361. (3) The peptide sequence is YDKFLANVSTVLTGL. The MHC is DRB1_1001 with pseudo-sequence DRB1_1001. The binding affinity (normalized) is 0.787. (4) The peptide sequence is SNLLRAIEAQQHLLQLTVWGIKQL. The MHC is HLA-DQA10102-DQB10602 with pseudo-sequence HLA-DQA10102-DQB10602. The binding affinity (normalized) is 0.588. (5) The peptide sequence is FKVAATAAATAPADD. The MHC is DRB1_0405 with pseudo-sequence DRB1_0405. The binding affinity (normalized) is 0.369. (6) The peptide sequence is VPGNKKFVVNNLFFN. The MHC is DRB1_0101 with pseudo-sequence DRB1_0101. The binding affinity (normalized) is 0.264. (7) The peptide sequence is GELQIVDAIDAAFKI. The binding affinity (normalized) is 0.498. The MHC is DRB1_1101 with pseudo-sequence DRB1_1101. (8) The peptide sequence is SNQVKFYFNKRLN. The binding affinity (normalized) is 0.0440. The MHC is HLA-DQA10501-DQB10301 with pseudo-sequence HLA-DQA10501-DQB10301. (9) The peptide sequence is AIDLPTHENHGLKTR. The MHC is H-2-IAd with pseudo-sequence H-2-IAd. The binding affinity (normalized) is 0. (10) The peptide sequence is AAGTYVAADAAAAST. The MHC is DRB1_0101 with pseudo-sequence DRB1_0101. The binding affinity (normalized) is 0.576.